This data is from Peptide-MHC class II binding affinity with 134,281 pairs from IEDB. The task is: Regression. Given a peptide amino acid sequence and an MHC pseudo amino acid sequence, predict their binding affinity value. This is MHC class II binding data. (1) The peptide sequence is IKCFEKFLEPKLKFN. The MHC is DRB1_0101 with pseudo-sequence DRB1_0101. The binding affinity (normalized) is 0.601. (2) The MHC is HLA-DQA10102-DQB10501 with pseudo-sequence HLA-DQA10102-DQB10501. The peptide sequence is AAEVLVVLSELPDFL. The binding affinity (normalized) is 0.585. (3) The peptide sequence is AAATAGTYVYGAFAA. The MHC is HLA-DQA10501-DQB10301 with pseudo-sequence HLA-DQA10501-DQB10301. The binding affinity (normalized) is 0.598. (4) The peptide sequence is CKYGSLKPNCGNKVV. The MHC is DRB1_1201 with pseudo-sequence DRB1_1201. The binding affinity (normalized) is 0.376.